Dataset: Drug-target binding data from BindingDB using IC50 measurements. Task: Regression. Given a target protein amino acid sequence and a drug SMILES string, predict the binding affinity score between them. We predict pIC50 (pIC50 = -log10(IC50 in M); higher means more potent). Dataset: bindingdb_ic50. The small molecule is CC(=O)N[C@@H]1[C@@H](O)C=C(C(=O)O)O[C@H]1CNc1ccccc1. The target protein (Q9Y3R4) has sequence MASLPVLQKESVFQSGAHAYRIPALLYLPGQQSLLAFAEQRASKKDEHAELIVLRRGDYDAPTHQVQWQAQEVVAQARLDGHRSMNPCPLYDAQTGTLFLFFIAIPGQVTEQQQLQTRANVTRLCQVTSTDHGRTWSSPRDLTDAAIGPAYREWSTFAVGPGHCLQLHDRARSLVVPAYAYRKLHPIQRPIPSAFCFLSHDHGRTWARGHFVAQDTLECQVAEVETGEQRVVTLNARSHLRARVQAQSTNDGLDFQESQLVKKLVEPPPQGCQGSVISFPSPRSGPGSPAQWLLYTHPTHSWQRADLGAYLNPRPPAPEAWSEPVLLAKGSCAYSDLQSMGTGPDGSPLFGCLYEANDYEEIVFLMFTLKQAFPAEYLPQ. The pIC50 is 4.0.